This data is from Full USPTO retrosynthesis dataset with 1.9M reactions from patents (1976-2016). The task is: Predict the reactants needed to synthesize the given product. Given the product [OH:15][CH2:14][C:11]1[CH:10]=[N:9][C:8]([NH:7][C:1]2[CH:2]=[CH:3][CH:4]=[CH:5][CH:6]=2)=[N:13][CH:12]=1, predict the reactants needed to synthesize it. The reactants are: [C:1]1([NH:7][C:8]2[N:13]=[CH:12][C:11]([C:14](OCC)=[O:15])=[CH:10][N:9]=2)[CH:6]=[CH:5][CH:4]=[CH:3][CH:2]=1.[H-].C([Al+]CC(C)C)C(C)C.C1(C)C=CC=CC=1.C(OCC)(=O)C.